From a dataset of Catalyst prediction with 721,799 reactions and 888 catalyst types from USPTO. Predict which catalyst facilitates the given reaction. (1) Reactant: C(O)(=O)C(O)=O.[C:7]([C:11]([CH2:13][N:14]1[C:20]2[CH:21]=[CH:22][CH:23]=[CH:24][C:19]=2[N:18]([CH:25]2[CH2:30][CH2:29][CH2:28][CH2:27][CH2:26]2)[CH2:17][C@@H:16]([NH2:31])[C:15]1=[O:32])=[O:12])([CH3:10])([CH3:9])[CH3:8].C(=O)([O-])[O-].[K+].[K+].[C:39](Cl)(=[O:47])[O:40][C:41]1[CH:46]=[CH:45][CH:44]=[CH:43][CH:42]=1. Product: [C:7]([C:11]([CH2:13][N:14]1[C:20]2[CH:21]=[CH:22][CH:23]=[CH:24][C:19]=2[N:18]([CH:25]2[CH2:30][CH2:29][CH2:28][CH2:27][CH2:26]2)[CH2:17][C@@H:16]([NH:31][C:39]([O:40][C:41]2[CH:46]=[CH:45][CH:44]=[CH:43][CH:42]=2)=[O:47])[C:15]1=[O:32])=[O:12])([CH3:10])([CH3:8])[CH3:9]. The catalyst class is: 13. (2) Reactant: [C:1]([C:3]1[CH:4]=[C:5](B(O)O)[CH:6]=[CH:7][CH:8]=1)#[N:2].Br[C:13]1[CH:14]=[C:15]([CH:17]=[CH:18][CH:19]=1)[NH2:16].[O-]P([O-])([O-])=O.[K+].[K+].[K+].C1(P(C2CCCCC2)C2CCCCC2)CCCCC1. Product: [C:1]([C:3]1[CH:4]=[C:5]([C:13]2[CH:19]=[CH:18][CH:17]=[C:15]([NH2:16])[CH:14]=2)[CH:6]=[CH:7][CH:8]=1)#[N:2]. The catalyst class is: 62. (3) Reactant: C(Cl)(=O)C(Cl)=O.CS(C)=O.[Cl:11][C:12]1[N:17]=[C:16]([NH:18][C@@H:19]([C:22]([CH3:25])([CH3:24])[CH3:23])[CH2:20][OH:21])[C:15]([F:26])=[CH:14][N:13]=1.C(N(CC)CC)C.C([O-])(O)=O.[Na+]. Product: [Cl:11][C:12]1[N:17]=[C:16]([NH:18][C@@H:19]([C:22]([CH3:24])([CH3:23])[CH3:25])[CH:20]=[O:21])[C:15]([F:26])=[CH:14][N:13]=1. The catalyst class is: 4. (4) Reactant: [N:1]1([S:12]([C:15]2[S:19][C:18]([NH:20][C:21](=O)C(F)(F)F)=[C:17]([C:27]([NH2:29])=O)[CH:16]=2)(=[O:14])=[O:13])[C:7]2[CH:8]=[CH:9][CH:10]=[CH:11][C:6]=2[CH2:5][CH2:4][CH2:3][CH2:2]1.[CH3:30][N:31](C=O)[CH3:32].S(Cl)(Cl)=O.C(=O)([O-])O.[Na+]. Product: [C:27]([C:17]1[CH:16]=[C:15]([S:12]([N:1]2[C:7]3[CH:8]=[CH:9][CH:10]=[CH:11][C:6]=3[CH2:5][CH2:4][CH2:3][CH2:2]2)(=[O:13])=[O:14])[S:19][C:18]=1[N:20]=[CH:21][N:31]([CH3:32])[CH3:30])#[N:29]. The catalyst class is: 90. (5) Reactant: [NH:1]([C:3]([O:5][CH2:6][CH3:7])=[O:4])[NH2:2].[Cl:8][C:9]1[CH:14]=[CH:13][C:12]([N:15]2[C:20](=[O:21])[CH:19]=[C:18]([C:22]([F:25])([F:24])[F:23])[N:17]([CH3:26])[C:16]2=[O:27])=[CH:11][C:10]=1[CH:28]=O.C1(C)C=CC(S(O)(=O)=O)=CC=1. Product: [Cl:8][C:9]1[CH:14]=[CH:13][C:12]([N:15]2[C:20](=[O:21])[CH:19]=[C:18]([C:22]([F:23])([F:25])[F:24])[N:17]([CH3:26])[C:16]2=[O:27])=[CH:11][C:10]=1[CH:28]=[N:2][NH:1][C:3]([O:5][CH2:6][CH3:7])=[O:4]. The catalyst class is: 11. (6) The catalyst class is: 27. Reactant: Br[C:2]([CH3:15])([CH3:14])[C:3]([NH:5][O:6][CH2:7][C:8]1[CH:13]=[CH:12][CH:11]=[CH:10][CH:9]=1)=[O:4]. Product: [CH3:15][C:2](=[CH2:14])[C:3]([NH:5][O:6][CH2:7][C:8]1[CH:13]=[CH:12][CH:11]=[CH:10][CH:9]=1)=[O:4]. (7) Reactant: Cl[C:2]1[C:11]2[C:6](=[CH:7][CH:8]=[CH:9][CH:10]=2)[N:5]=[C:4]([CH3:12])[N:3]=1.[CH3:13][NH:14][NH2:15].C(=O)([O-])[O-].[K+].[K+]. Product: [CH3:13][N:14]([C:2]1[C:11]2[C:6](=[CH:7][CH:8]=[CH:9][CH:10]=2)[N:5]=[C:4]([CH3:12])[N:3]=1)[NH2:15]. The catalyst class is: 1.